From a dataset of Catalyst prediction with 721,799 reactions and 888 catalyst types from USPTO. Predict which catalyst facilitates the given reaction. (1) Reactant: [NH2:1][C@H:2]1[CH2:8][CH2:7][S:6][C@H:5]2[CH2:9][CH2:10][CH2:11][C@@H:12]([C:13]([O:15][CH3:16])=[O:14])[N:4]2[C:3]1=[O:17].[C:18](O[C:18]([O:20][C:21]([CH3:24])([CH3:23])[CH3:22])=[O:19])([O:20][C:21]([CH3:24])([CH3:23])[CH3:22])=[O:19]. Product: [C:21]([O:20][C:18]([NH:1][C@H:2]1[CH2:8][CH2:7][S:6][C@H:5]2[CH2:9][CH2:10][CH2:11][C@@H:12]([C:13]([O:15][CH3:16])=[O:14])[N:4]2[C:3]1=[O:17])=[O:19])([CH3:24])([CH3:23])[CH3:22]. The catalyst class is: 91. (2) The catalyst class is: 662. Product: [NH2:8][C:9]1[CH:14]=[C:13]([C:15]2[CH:20]=[CH:19][C:18]([Cl:21])=[C:17]([O:22][CH3:23])[C:16]=2[F:24])[N:12]=[C:11]([C:25]([O:27][CH3:28])=[O:26])[C:10]=1[Cl:29]. Reactant: C(Cl)(=O)C.C([NH:8][C:9]1[CH:14]=[C:13]([C:15]2[CH:20]=[CH:19][C:18]([Cl:21])=[C:17]([O:22][CH3:23])[C:16]=2[F:24])[N:12]=[C:11]([C:25]([O:27][CH3:28])=[O:26])[C:10]=1[Cl:29])(=O)C.C(=O)=O.